This data is from Peptide-MHC class II binding affinity with 134,281 pairs from IEDB. The task is: Regression. Given a peptide amino acid sequence and an MHC pseudo amino acid sequence, predict their binding affinity value. This is MHC class II binding data. The MHC is HLA-DQA10501-DQB10301 with pseudo-sequence HLA-DQA10501-DQB10301. The binding affinity (normalized) is 0.100. The peptide sequence is GELEFEEFVSLASRF.